From a dataset of Full USPTO retrosynthesis dataset with 1.9M reactions from patents (1976-2016). Predict the reactants needed to synthesize the given product. (1) Given the product [CH3:31][C:32]1[CH:37]=[CH:36][C:35]([C:38]([O:40][CH2:27][CH2:26][O:25][C:23]([NH:7][C:3]2([C:4]([OH:6])=[O:5])[CH2:2][CH2:1]2)=[O:24])=[O:39])=[CH:34][CH:33]=1, predict the reactants needed to synthesize it. The reactants are: [CH2:1]1[C:3]([NH2:7])([C:4]([OH:6])=[O:5])[CH2:2]1.Cl[Si](C)(C)C.CCN(C(C)C)C(C)C.Cl[C:23]([O:25][CH:26](Cl)[CH:27](C)C)=[O:24].[CH3:31][C:32]1[CH:33]=[CH:34][C:35]([C:38]([OH:40])=[O:39])=[CH:36][CH:37]=1. (2) Given the product [Br:4][C:5]1[CH:6]=[CH:7][C:8]([CH:11]2[CH2:12][C:13](=[O:15])[O:19][C:17](=[O:18])[CH2:16]2)=[CH:9][CH:10]=1, predict the reactants needed to synthesize it. The reactants are: [OH-].[Na+].Cl.[Br:4][C:5]1[CH:10]=[CH:9][C:8]([CH:11]([CH2:16][C:17]([OH:19])=[O:18])[CH2:12][C:13]([OH:15])=O)=[CH:7][CH:6]=1. (3) Given the product [Br:1][C:2]1[CH:7]=[CH:6][CH:5]=[CH:4][C:3]=1[CH2:8][CH2:9][CH2:10][OH:11], predict the reactants needed to synthesize it. The reactants are: [Br:1][C:2]1[CH:7]=[CH:6][CH:5]=[CH:4][C:3]=1[CH2:8][CH2:9][C:10](O)=[O:11].N#N.B.C1COCC1.C1COCC1. (4) Given the product [CH2:19]([O:18][C:12]([C:13]1[C:4]([CH2:5][CH2:6][CH2:7][C:8]([OH:10])=[O:9])=[CH:3][NH:2][C:14]=1[CH3:16])=[O:17])[CH3:20], predict the reactants needed to synthesize it. The reactants are: Cl.[NH2:2][CH2:3][C:4](=O)[CH2:5][CH2:6][CH2:7][C:8]([OH:10])=[O:9].[C:12]([O:18][CH2:19][CH3:20])(=[O:17])[CH2:13][C:14]([CH3:16])=O.C(O[Na])(C)=O.Cl. (5) Given the product [C:33]([OH:40])(=[O:39])/[CH:34]=[CH:35]/[C:36]([OH:38])=[O:37].[OH:1][CH2:2][CH:3]([NH:6][C:7]1[N:12]=[C:11]([NH:13][CH2:14][C:15]2[CH:16]=[CH:17][C:18]([C:21]3[CH:26]=[CH:25][CH:24]=[CH:23][N:22]=3)=[CH:19][CH:20]=2)[N:10]2[N:27]=[CH:28][C:29]([CH:30]([CH3:32])[CH3:31])=[C:9]2[N:8]=1)[CH2:4][OH:5], predict the reactants needed to synthesize it. The reactants are: [OH:1][CH2:2][CH:3]([NH:6][C:7]1[N:12]=[C:11]([NH:13][CH2:14][C:15]2[CH:20]=[CH:19][C:18]([C:21]3[CH:26]=[CH:25][CH:24]=[CH:23][N:22]=3)=[CH:17][CH:16]=2)[N:10]2[N:27]=[CH:28][C:29]([CH:30]([CH3:32])[CH3:31])=[C:9]2[N:8]=1)[CH2:4][OH:5].[C:33]([OH:40])(=[O:39])/[CH:34]=[CH:35]/[C:36]([OH:38])=[O:37].